This data is from Forward reaction prediction with 1.9M reactions from USPTO patents (1976-2016). The task is: Predict the product of the given reaction. (1) Given the reactants CCN(C(C)C)C(C)C.[Br:10][C:11]1[CH:16]=[C:15]([CH:17]2[O:21][CH2:20][CH2:19][O:18]2)[CH:14]=[CH:13][C:12]=1[OH:22].[CH3:23][O:24][CH:25](Cl)Cl, predict the reaction product. The product is: [Br:10][C:11]1[CH:16]=[C:15]([CH:17]2[O:18][CH2:19][CH2:20][O:21]2)[CH:14]=[CH:13][C:12]=1[O:22][CH2:23][O:24][CH3:25]. (2) Given the reactants Br[C:2]1[CH:7]=[C:6]([C:8]([CH3:11])([CH3:10])[CH3:9])[CH:5]=[C:4]([N+:12]([O-:14])=[O:13])[C:3]=1[O:15][CH3:16].[NH:17]1[CH2:20][CH2:19][C:18]1=[O:21].C(=O)([O-])[O-].[Cs+].[Cs+], predict the reaction product. The product is: [C:8]([C:6]1[CH:5]=[C:4]([N+:12]([O-:14])=[O:13])[C:3]([O:15][CH3:16])=[C:2]([N:17]2[CH2:20][CH2:19][C:18]2=[O:21])[CH:7]=1)([CH3:11])([CH3:10])[CH3:9]. (3) Given the reactants [F:1][C:2]1[C:3]([O:13][CH3:14])=[C:4](I)[C:5]2[O:9][CH2:8][C:7](=[O:10])[C:6]=2[CH:11]=1.[C:15]([CH:17]1[CH2:22][CH2:21][N:20]([C:23]([O:25][C:26]([CH3:29])([CH3:28])[CH3:27])=[O:24])[CH2:19][CH2:18]1)#[CH:16], predict the reaction product. The product is: [F:1][C:2]1[C:3]([O:13][CH3:14])=[C:4]([C:16]#[C:15][CH:17]2[CH2:18][CH2:19][N:20]([C:23]([O:25][C:26]([CH3:29])([CH3:28])[CH3:27])=[O:24])[CH2:21][CH2:22]2)[C:5]2[O:9][CH2:8][C:7](=[O:10])[C:6]=2[CH:11]=1. (4) Given the reactants [CH2:1]([NH:4][C:5](=[O:18])[C:6]([C:16]#[N:17])=[N:7][NH:8][C:9]1[CH:14]=[CH:13][CH:12]=[CH:11][C:10]=1[Br:15])[CH2:2][CH3:3].[Cl-].[Al+3].[Cl-].[Cl-].O1CCCC1.CO, predict the reaction product. The product is: [NH2:17][C:16]1[C:14]2[C:9](=[C:10]([Br:15])[CH:11]=[CH:12][CH:13]=2)[N:8]=[N:7][C:6]=1[C:5]([NH:4][CH2:1][CH2:2][CH3:3])=[O:18]. (5) The product is: [ClH:32].[NH2:8][CH:9]([C:20]1[CH:21]=[CH:22][C:23]([C:26]2[CH:31]=[CH:30][CH:29]=[CH:28][CH:27]=2)=[CH:24][CH:25]=1)[C:10]([NH:12][CH2:13][C:14]1[CH:19]=[CH:18][CH:17]=[CH:16][CH:15]=1)=[O:11]. Given the reactants C(OC([NH:8][CH:9]([C:20]1[CH:25]=[CH:24][C:23]([C:26]2[CH:31]=[CH:30][CH:29]=[CH:28][CH:27]=2)=[CH:22][CH:21]=1)[C:10]([NH:12][CH2:13][C:14]1[CH:19]=[CH:18][CH:17]=[CH:16][CH:15]=1)=[O:11])=O)(C)(C)C.[ClH:32], predict the reaction product. (6) Given the reactants Cl.[NH:2]1[CH:6]=[CH:5][CH:4]=[C:3]1[C:7]1[N:11]=[C:10]([C@H:12]2[CH2:17][CH2:16][CH2:15][NH:14][CH2:13]2)[O:9][N:8]=1.[CH3:18][C:19]1[O:23][N:22]=[CH:21][C:20]=1[C:24](O)=[O:25], predict the reaction product. The product is: [CH3:18][C:19]1[O:23][N:22]=[CH:21][C:20]=1[C:24]([N:14]1[CH2:15][CH2:16][CH2:17][C@H:12]([C:10]2[O:9][N:8]=[C:7]([C:3]3[NH:2][CH:6]=[CH:5][CH:4]=3)[N:11]=2)[CH2:13]1)=[O:25]. (7) Given the reactants Br[C:2]1[CH:11]=[N:10][CH:9]=[CH:8][C:3]=1[C:4]([O:6][CH3:7])=[O:5].[CH:12]1([CH:17]2[CH2:22]C(=O)[CH2:20][CH2:19][O:18]2)[CH2:16][CH2:15][CH2:14][CH2:13]1.CC1(C)C2C(=C(P(C3C=CC=CC=3)C3C=CC=CC=3)C=CC=2)OC2C(P(C3C=CC=CC=3)C3C=CC=CC=3)=CC=CC1=2.C([O-])([O-])=O.[Cs+].[Cs+], predict the reaction product. The product is: [CH:12]1([CH:17]2[CH2:22][C:7]3[O:6][C:4](=[O:5])[C:3]4[CH:8]=[CH:9][N:10]=[CH:11][C:2]=4[C:20]=3[CH2:19][O:18]2)[CH2:16][CH2:15][CH2:14][CH2:13]1. (8) Given the reactants [C:1](Cl)(=[O:3])[CH3:2].[NH2:5][CH2:6][C:7]1[N:8]([CH2:19][CH:20]([CH3:22])[CH3:21])[C:9]2[C:14]([CH3:15])=[C:13]([CH3:16])[N:12]=[C:11]([NH2:17])[C:10]=2[N:18]=1.C(N(CC)CC)C, predict the reaction product. The product is: [NH2:17][C:11]1[C:10]2[N:18]=[C:7]([CH2:6][NH:5][C:1](=[O:3])[CH3:2])[N:8]([CH2:19][CH:20]([CH3:22])[CH3:21])[C:9]=2[C:14]([CH3:15])=[C:13]([CH3:16])[N:12]=1. (9) The product is: [Cl:1][C:2]1[C:3]([C:9]2[C:10]([C:19]3[CH:24]=[CH:23][C:22]([Cl:25])=[C:21]([O:26][CH2:29][CH2:30][CH2:31][N:32]([CH3:34])[CH3:33])[CH:20]=3)=[N:11][C:12]([C:15]([O:17][CH3:18])=[O:16])=[CH:13][CH:14]=2)=[N:4][CH:5]=[C:6]([Cl:8])[CH:7]=1. Given the reactants [Cl:1][C:2]1[C:3]([C:9]2[C:10]([C:19]3[CH:24]=[CH:23][C:22]([Cl:25])=[C:21]([OH:26])[CH:20]=3)=[N:11][C:12]([C:15]([O:17][CH3:18])=[O:16])=[CH:13][CH:14]=2)=[N:4][CH:5]=[C:6]([Cl:8])[CH:7]=1.Cl.Cl[CH2:29][CH2:30][CH2:31][N:32]([CH3:34])[CH3:33].C(=O)([O-])[O-].[Cs+].[Cs+], predict the reaction product.